From a dataset of Forward reaction prediction with 1.9M reactions from USPTO patents (1976-2016). Predict the product of the given reaction. Given the reactants C(Cl)(=O)C(Cl)=O.[CH3:7][O:8][C:9](=[O:21])[C:10]1[CH:15]=[CH:14][C:13]([CH2:16][C:17]([OH:19])=O)=[C:12]([CH3:20])[CH:11]=1.Cl.Cl.[CH:24]1([CH2:28][N:29]2[CH2:34][CH2:33][NH:32][CH2:31][CH2:30]2)[CH2:27][CH2:26][CH2:25]1.CCN(C(C)C)C(C)C, predict the reaction product. The product is: [CH3:7][O:8][C:9](=[O:21])[C:10]1[CH:15]=[CH:14][C:13]([CH2:16][C:17]([N:32]2[CH2:33][CH2:34][N:29]([CH2:28][CH:24]3[CH2:25][CH2:26][CH2:27]3)[CH2:30][CH2:31]2)=[O:19])=[C:12]([CH3:20])[CH:11]=1.